Dataset: Reaction yield outcomes from USPTO patents with 853,638 reactions. Task: Predict the reaction yield, written as a fraction of the theoretical maximum amount of product (1.0 means a 100% yield; for example, 0.34 means a 34% yield). (1) The reactants are ClC(OCC)=O.Cl.[Br:8][C:9]1[N:14]=[CH:13][C:12]([C@@H:15]2[CH2:17][C@H:16]2[C:18]([OH:20])=O)=[CH:11][CH:10]=1.CCN(CC)CC.[N-:28]=[N+:29]=[N-:30].[Na+]. The catalyst is CC(C)=O.O. The product is [Br:8][C:9]1[N:14]=[CH:13][C:12]([C@@H:15]2[CH2:17][C@H:16]2[C:18]([N:28]=[N+:29]=[N-:30])=[O:20])=[CH:11][CH:10]=1. The yield is 0.455. (2) The reactants are IC.[CH2:3]([O:5][CH:6]1[CH2:11][CH2:10][N:9]([C:12]([C:14]2[CH:15]=[C:16]([CH2:21][C:22]([C:24]3[C:25]([C:31]([O:33][CH3:34])=[O:32])=[C:26]([CH3:30])[NH:27][C:28]=3[CH3:29])=[O:23])[CH:17]=[CH:18][C:19]=2[F:20])=[O:13])[CH2:8][CH2:7]1)[CH3:4].[C:35](=O)([O-])[O-].[K+].[K+].O. The catalyst is CN(C=O)C. The product is [CH2:3]([O:5][CH:6]1[CH2:11][CH2:10][N:9]([C:12]([C:14]2[CH:15]=[C:16]([CH2:21][C:22]([C:24]3[C:25]([C:31]([O:33][CH3:34])=[O:32])=[C:26]([CH3:30])[N:27]([CH3:35])[C:28]=3[CH3:29])=[O:23])[CH:17]=[CH:18][C:19]=2[F:20])=[O:13])[CH2:8][CH2:7]1)[CH3:4]. The yield is 0.770. (3) The reactants are [C:1]([O:5][C:6]([N:8]1[CH2:12][CH2:11][C@H:10]([CH2:13][OH:14])[CH2:9]1)=[O:7])([CH3:4])([CH3:3])[CH3:2].[H-].[Na+].Cl[C:18]1[N:23]=[CH:22][N:21]=[C:20]([NH:24][C:25]2[CH:30]=[CH:29][C:28]([S:31]([CH3:34])(=[O:33])=[O:32])=[CH:27][CH:26]=2)[C:19]=1[N+:35]([O-:37])=[O:36]. The catalyst is CN(C)C(=O)C. The product is [C:1]([O:5][C:6]([N:8]1[CH2:12][CH2:11][CH:10]([CH2:13][O:14][C:18]2[C:19]([N+:35]([O-:37])=[O:36])=[C:20]([NH:24][C:25]3[CH:26]=[CH:27][C:28]([S:31]([CH3:34])(=[O:32])=[O:33])=[CH:29][CH:30]=3)[N:21]=[CH:22][N:23]=2)[CH2:9]1)=[O:7])([CH3:4])([CH3:3])[CH3:2]. The yield is 0.150. (4) The reactants are C(N(CC)CC)C.[C:8]([O:12][C:13](=[O:18])[NH:14][CH2:15][CH2:16][NH2:17])([CH3:11])([CH3:10])[CH3:9].Cl.[CH3:20][O:21][C:22](=[O:37])[CH:23]([OH:36])[CH2:24][O:25][C:26]1[CH:31]=[CH:30][C:29]([C:32](OC)=[NH:33])=[CH:28][CH:27]=1. The catalyst is CO. The product is [CH3:20][O:21][C:22](=[O:37])[CH:23]([OH:36])[CH2:24][O:25][C:26]1[CH:31]=[CH:30][C:29]([C:32](=[NH:33])[NH:17][CH2:16][CH2:15][NH:14][C:13]([O:12][C:8]([CH3:11])([CH3:9])[CH3:10])=[O:18])=[CH:28][CH:27]=1. The yield is 0.760. (5) The reactants are [CH3:1][O:2][C:3]1[CH:8]=[CH:7][CH:6]=[CH:5][C:4]=1[C:9]1[CH:17]=[C:16]2[C:12]([CH2:13][C:14](=[O:18])[NH:15]2)=[CH:11][CH:10]=1.[CH3:19][N:20]([CH3:40])[CH2:21][CH2:22][NH:23][C:24]([C:26]1[C:30]([C:31]2[CH:36]=[CH:35][CH:34]=[CH:33][CH:32]=2)=[C:29]([CH:37]=O)[NH:28][C:27]=1[CH3:39])=[O:25]. No catalyst specified. The product is [CH3:19][N:20]([CH3:40])[CH2:21][CH2:22][NH:23][C:24]([C:26]1[C:30]([C:31]2[CH:36]=[CH:35][CH:34]=[CH:33][CH:32]=2)=[C:29]([CH:37]=[C:13]2[C:12]3[C:16](=[CH:17][C:9]([C:4]4[CH:5]=[CH:6][CH:7]=[CH:8][C:3]=4[O:2][CH3:1])=[CH:10][CH:11]=3)[NH:15][C:14]2=[O:18])[NH:28][C:27]=1[CH3:39])=[O:25]. The yield is 0.440. (6) The reactants are Br[C:2]1[N:7]=[C:6]2[N:8]([CH:12]([CH2:15][CH3:16])[CH2:13][CH3:14])[C:9]([OH:11])=[N:10][C:5]2=[N:4][CH:3]=1.CN1C[CH2:21][CH2:20][C:19]1=O.C(N(CC)CC)C.C([Sn](CCCC)(CCCC)/C=C/C)CCC. The catalyst is CCOC(C)=O.C1C=CC([P]([Pd]([P](C2C=CC=CC=2)(C2C=CC=CC=2)C2C=CC=CC=2)([P](C2C=CC=CC=2)(C2C=CC=CC=2)C2C=CC=CC=2)[P](C2C=CC=CC=2)(C2C=CC=CC=2)C2C=CC=CC=2)(C2C=CC=CC=2)C2C=CC=CC=2)=CC=1. The product is [CH3:14][CH2:13][CH:12]([N:8]1[C:6]2=[N:7][C:2](/[CH:19]=[CH:20]/[CH3:21])=[CH:3][N:4]=[C:5]2[N:10]=[C:9]1[OH:11])[CH2:15][CH3:16]. The yield is 0.150. (7) The reactants are C(O[CH:4](OCC)[CH2:5][S:6][C:7]1[CH:12]=[CH:11][CH:10]=[CH:9][C:8]=1[CH3:13])C.O. The catalyst is ClC1C=CC=CC=1. The product is [CH3:13][C:8]1[C:7]2[S:6][CH:5]=[CH:4][C:12]=2[CH:11]=[CH:10][CH:9]=1. The yield is 0.940. (8) The reactants are [C:1]([O:5][C:6](=[O:21])[NH:7][C:8]1[CH:13]=[CH:12][C:11]([C:14]([CH3:17])([CH3:16])[CH3:15])=[C:10]([N+:18]([O-])=O)[CH:9]=1)([CH3:4])([CH3:3])[CH3:2]. The catalyst is CO.[Pd]. The product is [C:1]([O:5][C:6](=[O:21])[NH:7][C:8]1[CH:13]=[CH:12][C:11]([C:14]([CH3:17])([CH3:16])[CH3:15])=[C:10]([NH2:18])[CH:9]=1)([CH3:4])([CH3:2])[CH3:3]. The yield is 0.930.